The task is: Regression. Given a peptide amino acid sequence and an MHC pseudo amino acid sequence, predict their binding affinity value. This is MHC class I binding data.. This data is from Peptide-MHC class I binding affinity with 185,985 pairs from IEDB/IMGT. The peptide sequence is LEKARGSTY. The MHC is HLA-B40:01 with pseudo-sequence HLA-B40:01. The binding affinity (normalized) is 0.